This data is from Catalyst prediction with 721,799 reactions and 888 catalyst types from USPTO. The task is: Predict which catalyst facilitates the given reaction. (1) Reactant: [CH3:1][C:2]1([CH3:19])[CH2:7][CH2:6][CH:5]([C:8]2[S:9][C:10]3[N:11]=[C:12]([CH3:18])[N:13]=[C:14](O)[C:15]=3[N:16]=2)[CH2:4][CH2:3]1.C1(C)C=CC=CC=1.P(Cl)(Cl)([Cl:29])=O. Product: [Cl:29][C:14]1[C:15]2[N:16]=[C:8]([CH:5]3[CH2:6][CH2:7][C:2]([CH3:19])([CH3:1])[CH2:3][CH2:4]3)[S:9][C:10]=2[N:11]=[C:12]([CH3:18])[N:13]=1. The catalyst class is: 3. (2) Reactant: N[C:2]1[CH:15]=[CH:14][C:13]2[C:4](=[C:5]([NH2:16])[C:6]3[C:11]([N:12]=2)=[CH:10][CH:9]=[CH:8][CH:7]=3)[CH:3]=1.[C:17]([O:21][C:22]([CH3:25])([CH3:24])[CH3:23])(=[O:20])[CH:18]=[CH2:19].C(N(CC)CC)C. The catalyst class is: 826. Product: [C:22]([O:21][C:17](=[O:20])[CH:18]=[CH:19][C:2]1[CH:15]=[CH:14][C:13]2[C:4](=[C:5]([NH2:16])[C:6]3[C:11]([N:12]=2)=[CH:10][CH:9]=[CH:8][CH:7]=3)[CH:3]=1)([CH3:25])([CH3:24])[CH3:23]. (3) Reactant: [OH:1][CH2:2][C:3]1[CH:8]=[C:7]([CH3:9])[N:6]=[C:5]([Cl:10])[N:4]=1.C(N(CC)CC)C.[CH3:18][S:19](Cl)(=[O:21])=[O:20]. Product: [CH3:18][S:19]([O:1][CH2:2][C:3]1[CH:8]=[C:7]([CH3:9])[N:6]=[C:5]([Cl:10])[N:4]=1)(=[O:21])=[O:20]. The catalyst class is: 1. (4) Reactant: N.[Li].[OH:3][C@@H:4]1[C@@:8]2([CH3:22])[CH2:9][CH2:10][C@H:11]3[C@H:20]([C@@H:7]2[CH2:6][CH2:5]1)[CH2:19][C@H:18]1[C:13](=[CH:14][C:15](=[O:21])[CH2:16][CH2:17]1)[CH2:12]3.[NH4+].[Cl-]. Product: [CH3:22][C@@:8]12[C:4](=[O:3])[CH2:5][CH2:6][C@H:7]1[C@H:20]1[C@H:11]([CH2:10][CH2:9]2)[CH2:12][C@H:13]2[C@@H:18]([CH2:17][CH2:16][C:15](=[O:21])[CH2:14]2)[CH2:19]1. The catalyst class is: 1.